From a dataset of Peptide-MHC class II binding affinity with 134,281 pairs from IEDB. Regression. Given a peptide amino acid sequence and an MHC pseudo amino acid sequence, predict their binding affinity value. This is MHC class II binding data. (1) The peptide sequence is GKANRGKMDVSGVQA. The MHC is HLA-DQA10501-DQB10201 with pseudo-sequence HLA-DQA10501-DQB10201. The binding affinity (normalized) is 0.423. (2) The peptide sequence is DIFYFKCDRGSIS. The MHC is HLA-DQA10501-DQB10301 with pseudo-sequence HLA-DQA10501-DQB10301. The binding affinity (normalized) is 0.0617. (3) The peptide sequence is KISGEWYSIFLASDVK. The MHC is DRB1_0405 with pseudo-sequence DRB1_0405. The binding affinity (normalized) is 0.722. (4) The peptide sequence is DTFRKLFRVYSDFLR. The MHC is DRB1_0404 with pseudo-sequence DRB1_0404. The binding affinity (normalized) is 0.193. (5) The peptide sequence is AREKNPRLCTKEEFI. The MHC is DRB1_0801 with pseudo-sequence DRB1_0801. The binding affinity (normalized) is 0. (6) The peptide sequence is RIPVDVSEGDIVIYS. The MHC is DRB5_0101 with pseudo-sequence DRB5_0101. The binding affinity (normalized) is 0. (7) The peptide sequence is ISEAGQAMASTEGNV. The MHC is DRB4_0101 with pseudo-sequence DRB4_0103. The binding affinity (normalized) is 0.0489.